Predict the product of the given reaction. From a dataset of Forward reaction prediction with 1.9M reactions from USPTO patents (1976-2016). (1) Given the reactants [NH2:1][C:2]1[CH:6]=[C:5]([C:7]2[CH:12]=[CH:11][N:10]=[CH:9][CH:8]=2)[S:4][C:3]=1[C:13]([NH2:15])=[O:14].[CH3:16][CH2:17][C:18](=O)[CH2:19][CH2:20][CH3:21].O.C1(C)C=CC(S(O)(=O)=O)=CC=1.C(=O)([O-])O.[Na+], predict the reaction product. The product is: [CH2:17]([C:18]1([CH2:19][CH2:20][CH3:21])[NH:1][C:2]2[CH:6]=[C:5]([C:7]3[CH:8]=[CH:9][N:10]=[CH:11][CH:12]=3)[S:4][C:3]=2[C:13](=[O:14])[NH:15]1)[CH3:16]. (2) The product is: [C:1]([C:5]1[CH:6]=[C:7]([CH:8]=[CH:9][CH:10]=1)[O:11][CH2:17][CH:14]([CH2:12][CH3:13])[CH2:15][O:16][C:20]1[CH:25]=[CH:24][C:23]([CH:26]([C:32]#[C:33][CH3:34])[CH2:27][C:28]([OH:30])=[O:29])=[CH:22][CH:21]=1)([CH3:4])([CH3:2])[CH3:3]. Given the reactants [C:1]([C:5]1[CH:6]=[C:7]([OH:11])[CH:8]=[CH:9][CH:10]=1)([CH3:4])([CH3:3])[CH3:2].[CH2:12]([CH:14]([CH2:17]O)[CH2:15][OH:16])[CH3:13].O[C:20]1[CH:25]=[CH:24][C:23]([CH:26]([C:32]#[C:33][CH3:34])[CH2:27][C:28]([O:30]C)=[O:29])=[CH:22][CH:21]=1, predict the reaction product. (3) Given the reactants CS[C:3]1[S:4][C:5](=[CH:9][C:10]2[CH:11]=[C:12]3[C:16](=[CH:17][CH:18]=2)[N:15]([CH2:19][C:20]2[CH:27]=[CH:26][C:23]([C:24]#[N:25])=[CH:22][C:21]=2[C:28]([F:31])([F:30])[F:29])[N:14]=[CH:13]3)[C:6](=[O:8])[N:7]=1.[CH3:32][N:33]1[CH2:38][CH2:37][NH:36][CH2:35][CH2:34]1, predict the reaction product. The product is: [CH3:32][N:33]1[CH2:38][CH2:37][N:36]([C:3]2[S:4][C:5](=[CH:9][C:10]3[CH:11]=[C:12]4[C:16](=[CH:17][CH:18]=3)[N:15]([CH2:19][C:20]3[CH:27]=[CH:26][C:23]([C:24]#[N:25])=[CH:22][C:21]=3[C:28]([F:30])([F:31])[F:29])[N:14]=[CH:13]4)[C:6](=[O:8])[N:7]=2)[CH2:35][CH2:34]1. (4) Given the reactants Cl[C:2]1[C:7]([C:8]#[N:9])=[CH:6][N:5]=[CH:4][N:3]=1.[F:10][C:11]1[CH:16]=[CH:15][C:14](B(O)O)=[CH:13][CH:12]=1.C(=O)([O-])[O-].[K+].[K+].C(OCC)(=O)C, predict the reaction product. The product is: [F:10][C:11]1[CH:16]=[CH:15][C:14]([C:2]2[C:7]([C:8]#[N:9])=[CH:6][N:5]=[CH:4][N:3]=2)=[CH:13][CH:12]=1. (5) Given the reactants [CH3:1][O:2][CH:3]([C:6]1[CH:7]=[C:8]2[C:13](=[CH:14][C:15]=1[C:16]([F:19])([F:18])[F:17])[NH:12][C:11](=[O:20])[N:10]([NH:21][S:22]([CH3:25])(=[O:24])=[O:23])[C:9]2=[O:26])[CH2:4][CH3:5].Cl[C:28]([O:30][CH2:31][CH2:32][CH3:33])=[O:29], predict the reaction product. The product is: [CH2:31]([O:30][C:28](=[O:29])[N:21]([S:22]([CH3:25])(=[O:23])=[O:24])[N:10]1[C:9](=[O:26])[C:8]2[C:13](=[CH:14][C:15]([C:16]([F:18])([F:17])[F:19])=[C:6]([CH:3]([O:2][CH3:1])[CH2:4][CH3:5])[CH:7]=2)[NH:12][C:11]1=[O:20])[CH2:32][CH3:33]. (6) Given the reactants [F:1][C:2]([F:32])([F:31])[C:3]1[CH:4]=[C:5]([CH:9]2[CH2:14][N:13]([C:15](OC3C=CC([N+]([O-])=O)=CC=3)=[O:16])[CH2:12][CH:11]([C:27]([O:29][CH3:30])=[O:28])[CH2:10]2)[CH:6]=[CH:7][CH:8]=1.[OH:33][CH:34]1[CH2:39][CH2:38][NH:37][CH2:36][CH2:35]1.C(=O)([O-])[O-].[K+].[K+], predict the reaction product. The product is: [OH:33][CH:34]1[CH2:39][CH2:38][N:37]([C:15]([N:13]2[CH2:14][CH:9]([C:5]3[CH:6]=[CH:7][CH:8]=[C:3]([C:2]([F:1])([F:31])[F:32])[CH:4]=3)[CH2:10][CH:11]([C:27]([O:29][CH3:30])=[O:28])[CH2:12]2)=[O:16])[CH2:36][CH2:35]1. (7) Given the reactants [F:1][C:2]([F:31])([F:30])[C:3]1[CH:4]=[C:5]([NH:13][C:14]([N:16]2[CH2:21][CH2:20][N:19]([C:22]3[CH:27]=[CH:26][CH:25]=[CH:24][C:23]=3[CH2:28][NH2:29])[CH2:18][CH2:17]2)=[O:15])[CH:6]=[C:7]([C:9]([F:12])([F:11])[F:10])[CH:8]=1.C(N(CC)CC)C.[Cl:39][C:40]1[C:41]([F:49])=[N:42][C:43]([F:48])=[C:44]([F:47])[C:45]=1F, predict the reaction product. The product is: [F:12][C:9]([F:10])([F:11])[C:7]1[CH:6]=[C:5]([NH:13][C:14]([N:16]2[CH2:17][CH2:18][N:19]([C:22]3[CH:27]=[CH:26][CH:25]=[CH:24][C:23]=3[CH2:28][NH:29][C:45]3[C:44]([F:47])=[C:43]([F:48])[N:42]=[C:41]([F:49])[C:40]=3[Cl:39])[CH2:20][CH2:21]2)=[O:15])[CH:4]=[C:3]([C:2]([F:1])([F:30])[F:31])[CH:8]=1. (8) Given the reactants Br[C:2](O)([OH:7])[CH2:3]CCBr.[CH2:9]([NH2:16])[C:10]1[CH:15]=[CH:14][CH:13]=[CH:12][CH:11]=1.C(N(C(C)C)CC)(C)C.C([O-])([O-])=O.[K+].[K+].[C:32]([O-:35])(=O)[CH3:33].[C:36]1([S:42]([OH:45])(=[O:44])=[O:43])[CH:41]=[CH:40][CH:39]=[CH:38][CH:37]=1, predict the reaction product. The product is: [C:36]1([S:42]([OH:45])(=[O:44])=[O:43])[CH:41]=[CH:40][CH:39]=[CH:38][CH:37]=1.[CH2:9]([N:16]1[CH2:33][CH:32]([OH:35])[CH:2]([OH:7])[CH2:3]1)[C:10]1[CH:15]=[CH:14][CH:13]=[CH:12][CH:11]=1. (9) Given the reactants [CH3:1][N:2]1[CH:6]=[C:5]([C:7]([OH:9])=O)[N:4]=[CH:3]1.C1C=NC2N(O)N=NC=2C=1.CCN=C=NCCCN(C)C.Cl.[F:32][C:33]1[CH:50]=[CH:49][C:36]([C:37]([N:39]2[CH2:44][CH2:43][CH2:42][C@H:41]([C:45]([NH:47]O)=[NH:46])[CH2:40]2)=[O:38])=[CH:35][CH:34]=1, predict the reaction product. The product is: [F:32][C:33]1[CH:50]=[CH:49][C:36]([C:37]([N:39]2[CH2:44][CH2:43][CH2:42][C@H:41]([C:45]3[N:47]=[C:7]([C:5]4[N:4]=[CH:3][N:2]([CH3:1])[CH:6]=4)[O:9][N:46]=3)[CH2:40]2)=[O:38])=[CH:35][CH:34]=1.